The task is: Predict the reaction yield, written as a fraction of the theoretical maximum amount of product (1.0 means a 100% yield; for example, 0.34 means a 34% yield).. This data is from Reaction yield outcomes from USPTO patents with 853,638 reactions. The reactants are Cl.[Br:2][C:3]1[CH:4]=[C:5]([C:9]([CH3:16])=[CH:10][CH2:11][S:12][C:13](=[NH:15])[NH2:14])[CH:6]=[CH:7][CH:8]=1.Cl.[OH-].[Na+]. No catalyst specified. The product is [Br:2][C:3]1[CH:4]=[C:5]([C:9]2([CH3:16])[CH2:10][CH2:11][S:12][C:13]([NH2:14])=[N:15]2)[CH:6]=[CH:7][CH:8]=1. The yield is 0.700.